This data is from Forward reaction prediction with 1.9M reactions from USPTO patents (1976-2016). The task is: Predict the product of the given reaction. (1) Given the reactants [NH2:1][C:2]1[C:11]2[C:6](=[CH:7][CH:8]=[CH:9][CH:10]=2)[C:5]([N:12]2[CH2:17][CH2:16][N:15](C(OC(C)(C)C)=O)[CH:14]([CH3:25])[CH2:13]2)=[CH:4][CH:3]=1.[CH3:26][O:27][C:28]1[CH:29]=[C:30]([S:36]([Cl:39])(=[O:38])=[O:37])[CH:31]=[CH:32][C:33]=1[O:34][CH3:35], predict the reaction product. The product is: [ClH:39].[CH3:26][O:27][C:28]1[CH:29]=[C:30]([S:36]([NH:1][C:2]2[C:11]3[C:6](=[CH:7][CH:8]=[CH:9][CH:10]=3)[C:5]([N:12]3[CH2:17][CH2:16][NH:15][CH:14]([CH3:25])[CH2:13]3)=[CH:4][CH:3]=2)(=[O:37])=[O:38])[CH:31]=[CH:32][C:33]=1[O:34][CH3:35]. (2) Given the reactants [Br:1][CH2:2][C:3]1[CH:8]=[CH:7][C:6]([C:9]2[O:13][C:12]([C:14]3[C:15]([NH2:26])=[N:16][CH:17]=[C:18]([C:20]4[CH2:21][CH2:22][NH:23][CH2:24][CH:25]=4)[N:19]=3)=[N:11][N:10]=2)=[CH:5][CH:4]=1.CCN(C(C)C)C(C)C.[C:36](Cl)(=[O:39])[CH2:37][CH3:38], predict the reaction product. The product is: [NH2:26][C:15]1[N:16]=[CH:17][C:18]([C:20]2[CH2:21][CH2:22][N:23]([C:36](=[O:39])[CH2:37][CH3:38])[CH2:24][CH:25]=2)=[N:19][C:14]=1[C:12]1[O:13][C:9]([C:6]2[CH:5]=[CH:4][C:3]([CH2:2][Br:1])=[CH:8][CH:7]=2)=[N:10][N:11]=1. (3) Given the reactants [CH:1]1[C:6]([C:7]#[N:8])=[CH:5][C:4]2[C:9]([CH2:12][CH2:13][CH2:14][CH2:15][N:16]3[CH2:21][CH2:20][N:19]([C:22]4[CH:23]=[CH:24][C:25]5[O:30][C:29]([C:31]([NH2:33])=[O:32])=[CH:28][C:26]=5[CH:27]=4)[CH2:18][CH2:17]3)=[CH:10][NH:11][C:3]=2[CH:2]=1.[Cl:34]CCl.C(O)C.Cl, predict the reaction product. The product is: [CH:1]1[C:6]([C:7]#[N:8])=[CH:5][C:4]2[C:9]([CH2:12][CH2:13][CH2:14][CH2:15][N:16]3[CH2:17][CH2:18][N:19]([C:22]4[CH:23]=[CH:24][C:25]5[O:30][C:29]([C:31]([NH2:33])=[O:32])=[CH:28][C:26]=5[CH:27]=4)[CH2:20][CH2:21]3)=[CH:10][NH:11][C:3]=2[CH:2]=1.[ClH:34]. (4) The product is: [CH3:57][CH:56]([CH3:58])[C@H:51]([N:46]1[CH2:45][C:44]2[C:48](=[CH:49][C:41]([C:38]3[CH:37]=[CH:36][C:35]([NH:34][C:62](=[O:63])[C:61]4[C:65]([CH3:70])=[CH:66][C:67]([CH3:69])=[CH:68][C:60]=4[CH3:59])=[CH:40][CH:39]=3)=[CH:42][CH:43]=2)[C:47]1=[O:50])[C:52]([O:54][CH3:55])=[O:53]. Given the reactants C(NC1C=CC(C2C=C3C(CN([C@@H](C(C)C)C(OC)=O)C3=O)=CC=2)=CC=1)(=O)C1C=CC=CC=1.[NH2:34][C:35]1[CH:40]=[CH:39][C:38]([C:41]2[CH:49]=[C:48]3[C:44]([CH2:45][N:46]([C@@H:51]([CH:56]([CH3:58])[CH3:57])[C:52]([O:54][CH3:55])=[O:53])[C:47]3=[O:50])=[CH:43][CH:42]=2)=[CH:37][CH:36]=1.[CH3:59][C:60]1[CH:68]=[C:67]([CH3:69])[CH:66]=[C:65]([CH3:70])[C:61]=1[C:62](Cl)=[O:63], predict the reaction product.